This data is from Catalyst prediction with 721,799 reactions and 888 catalyst types from USPTO. The task is: Predict which catalyst facilitates the given reaction. Reactant: C[O:2][C:3]([C@@H:5]1[CH2:9][C@H:8]([NH:10][C:11]([C:13]2[CH:22]=[CH:21][C:20]3[C:15](=[CH:16][CH:17]=[CH:18][CH:19]=3)[C:14]=2[OH:23])=[O:12])[CH2:7][N:6]1[CH2:24][CH:25]1[CH2:30][CH2:29][CH2:28][CH2:27][CH2:26]1)=[O:4].[OH-].[Li+].Cl. Product: [CH:25]1([CH2:24][N:6]2[CH2:7][C@@H:8]([NH:10][C:11]([C:13]3[CH:22]=[CH:21][C:20]4[C:15](=[CH:16][CH:17]=[CH:18][CH:19]=4)[C:14]=3[OH:23])=[O:12])[CH2:9][C@H:5]2[C:3]([OH:4])=[O:2])[CH2:30][CH2:29][CH2:28][CH2:27][CH2:26]1. The catalyst class is: 5.